This data is from Reaction yield outcomes from USPTO patents with 853,638 reactions. The task is: Predict the reaction yield, written as a fraction of the theoretical maximum amount of product (1.0 means a 100% yield; for example, 0.34 means a 34% yield). (1) The reactants are [F:1][C:2]1[CH:7]=[CH:6][C:5]([C:8]([C:10]2[N:19]=[C:18]([NH:20][C:21]3[CH:25]=[C:24]([CH3:26])[NH:23][N:22]=3)[C:17]3[C:12](=[CH:13][CH:14]=[CH:15][CH:16]=3)[N:11]=2)=[O:9])=[CH:4][CH:3]=1.[BH4-].[Na+]. The catalyst is CO.C1COCC1. The product is [F:1][C:2]1[CH:7]=[CH:6][C:5]([CH:8]([C:10]2[N:19]=[C:18]([NH:20][C:21]3[CH:25]=[C:24]([CH3:26])[NH:23][N:22]=3)[C:17]3[C:12](=[CH:13][CH:14]=[CH:15][CH:16]=3)[N:11]=2)[OH:9])=[CH:4][CH:3]=1. The yield is 0.300. (2) The reactants are [CH3:1][N:2]([S:27]([C:30]1[S:31][CH:32]=[CH:33][CH:34]=1)(=[O:29])=[O:28])[C:3]1[CH:4]=[CH:5][CH:6]=[C:7]2[C:11]=1[NH:10][C:9]([C:12]1[S:13][C:14]3([CH2:21][CH2:20][N:19]([CH2:22]C(OC)=O)[CH2:18][CH2:17]3)[CH2:15][N:16]=1)=[CH:8]2.[CH3:35][Li].C([O:39][CH2:40][CH3:41])C.[Cl-].[NH4+]. The catalyst is O1CCCC1. The product is [OH:39][C:40]([CH3:41])([CH3:35])[CH2:22][N:19]1[CH2:20][CH2:21][C:14]2([S:13][C:12]([C:9]3[NH:10][C:11]4[C:7]([CH:8]=3)=[CH:6][CH:5]=[CH:4][C:3]=4[N:2]([CH3:1])[S:27]([C:30]3[S:31][CH:32]=[CH:33][CH:34]=3)(=[O:29])=[O:28])=[N:16][CH2:15]2)[CH2:17][CH2:18]1. The yield is 0.440. (3) The reactants are C(O)(=O)C.[C:5]([O:8][C@H:9](/[CH:11]=[CH:12]\[C:13]([NH:15][C@@H:16]1[CH2:21][C@H:20]([CH3:22])[C@H:19]([CH2:23]/[CH:24]=[C:25](\[CH3:62])/[CH:26]=[CH:27]/[C@H:28]2[O:35][C@H:34]([CH2:36][C:37]([NH:39][NH:40][C:41](=[O:60])[C@@H:42]([NH:44][C:45](=[O:59])[C@@H:46]([NH:50][C:51](=[O:58])[CH2:52][CH2:53][CH2:54][CH2:55][CH2:56][NH2:57])[CH:47]([CH3:49])[CH3:48])[CH3:43])=[O:38])[CH2:33][C@:30]3([O:32][CH2:31]3)[C@@H:29]2[OH:61])[O:18][C@@H:17]1[CH3:63])=[O:14])[CH3:10])(=[O:7])[CH3:6].[Br:64][CH2:65][C:66](ON1C(=O)CCC1=O)=[O:67].C(N(CC)C(C)C)(C)C.C(O[C@H](/C=C\C(N[C@@H]1C[C@H](C)[C@H](C/C=C(\C)/C=C/[C@H]2O[C@H](CNC(=O)CBr)C[C@]3(OC3)[C@@H]2O)O[C@@H]1C)=O)C)(=O)C. No catalyst specified. The product is [C:5]([O:8][C@H:9](/[CH:11]=[CH:12]\[C:13]([NH:15][C@@H:16]1[CH2:21][C@H:20]([CH3:22])[C@H:19]([CH2:23]/[CH:24]=[C:25](\[CH3:62])/[CH:26]=[CH:27]/[C@H:28]2[O:35][C@H:34]([CH2:36][C:37](=[O:38])[NH:39][NH:40][C:41](=[O:60])[C@H:42]([CH3:43])[NH:44][C:45](=[O:59])[C@H:46]([CH:47]([CH3:49])[CH3:48])[NH:50][C:51](=[O:58])[CH2:52][CH2:53][CH2:54][CH2:55][CH2:56][NH:57][C:66](=[O:67])[CH2:65][Br:64])[CH2:33][C@:30]3([O:32][CH2:31]3)[C@@H:29]2[OH:61])[O:18][C@@H:17]1[CH3:63])=[O:14])[CH3:10])(=[O:7])[CH3:6]. The yield is 0.570. (4) The reactants are [CH3:1][S:2][C:3]1[CH:8]=[CH:7][CH:6]=[CH:5][C:4]=1[C:9]1[CH:14]=[CH:13][C:12]([N:15]2[C:23](=[O:24])[C:22]3[NH:21][C:20](C4C=CC(I)=CC=4)=[N:19][C:18]=3[N:17]([CH2:32][CH2:33][CH3:34])[C:16]2=[O:35])=[CH:11][CH:10]=1.B(O)O.CC[N:41]([CH2:44][CH3:45])CC. The catalyst is CC([O-])=O.CC([O-])=O.[Cu+2].C(Cl)Cl. The product is [CH3:1][S:2][C:3]1[CH:8]=[CH:7][CH:6]=[CH:5][C:4]=1[C:9]1[CH:14]=[CH:13][C:12]([N:15]2[C:23](=[O:24])[C:22]3[N:21]([C:4]4[CH:5]=[C:45]([CH:7]=[CH:8][CH:3]=4)[C:44]#[N:41])[CH:20]=[N:19][C:18]=3[N:17]([CH2:32][CH2:33][CH3:34])[C:16]2=[O:35])=[CH:11][CH:10]=1. The yield is 0.440. (5) The reactants are [F:1][C:2]1[CH:3]=[C:4]([NH:28][C:29]([NH:31][C:32](=[O:40])[CH2:33][C:34]2[CH:39]=[CH:38][CH:37]=[CH:36][CH:35]=2)=[S:30])[CH:5]=[CH:6][C:7]=1[O:8][C:9]1[CH:14]=[CH:13][N:12]=[C:11]2[CH:15]=[C:16]([C:18]3[CH:23]=[CH:22][C:21](S(C)(=O)=O)=[CH:20][CH:19]=3)[S:17][C:10]=12.FC1C=C(N)C=CC=1OC1C=CN=C2C=C(C3C=CC(S(C)(=O)=O)=CC=3)SC=12.FC1C=C(N)C=CC=1OC1C=CN=C2C=C(C3C=CC=C([O:92][CH2:93][CH2:94][N:95]4[CH2:100][CH2:99][O:98][CH2:97][CH2:96]4)C=3)SC=12. No catalyst specified. The product is [F:1][C:2]1[CH:3]=[C:4]([NH:28][C:29]([NH:31][C:32](=[O:40])[CH2:33][C:34]2[CH:35]=[CH:36][CH:37]=[CH:38][CH:39]=2)=[S:30])[CH:5]=[CH:6][C:7]=1[O:8][C:9]1[CH:14]=[CH:13][N:12]=[C:11]2[CH:15]=[C:16]([C:18]3[CH:23]=[CH:22][CH:21]=[C:20]([O:92][CH2:93][CH2:94][N:95]4[CH2:100][CH2:99][O:98][CH2:97][CH2:96]4)[CH:19]=3)[S:17][C:10]=12. The yield is 0.290.